Dataset: Forward reaction prediction with 1.9M reactions from USPTO patents (1976-2016). Task: Predict the product of the given reaction. (1) Given the reactants [F:1][C:2]1[CH:10]=[CH:9][C:8]([F:11])=[C:7]2[C:3]=1[CH2:4][C:5]([NH:15][C:16](=[O:28])[C:17]1[CH:22]=[CH:21][CH:20]=[C:19]([CH3:23])[C:18]=1[CH:24]=[C:25]([CH3:27])[CH3:26])([C:12]([OH:14])=[O:13])[CH2:6]2, predict the reaction product. The product is: [F:1][C:2]1[CH:10]=[CH:9][C:8]([F:11])=[C:7]2[C:3]=1[CH2:4][C:5]([NH:15][C:16](=[O:28])[C:17]1[CH:22]=[CH:21][CH:20]=[C:19]([CH3:23])[C:18]=1[CH2:24][CH:25]([CH3:26])[CH3:27])([C:12]([OH:14])=[O:13])[CH2:6]2. (2) Given the reactants [Cl:1][C:2]1[CH:3]=[C:4]([C@@H:8]2[N:14]([C:15]([CH:17]3[CH2:22][CH2:21][O:20][CH2:19][CH2:18]3)=[O:16])[CH2:13][C:12]3[CH:23]=[CH:24][C:25]([C:27]([O:29]C)=O)=[CH:26][C:11]=3[O:10][CH2:9]2)[CH:5]=[CH:6][CH:7]=1.[NH2:31][OH:32].[OH-].[Na+], predict the reaction product. The product is: [Cl:1][C:2]1[CH:3]=[C:4]([C@@H:8]2[N:14]([C:15]([CH:17]3[CH2:22][CH2:21][O:20][CH2:19][CH2:18]3)=[O:16])[CH2:13][C:12]3[CH:23]=[CH:24][C:25]([C:27]([NH:31][OH:32])=[O:29])=[CH:26][C:11]=3[O:10][CH2:9]2)[CH:5]=[CH:6][CH:7]=1. (3) Given the reactants [C:1]([O:5][C:6](=[O:28])[N:7]([CH2:9][C:10]1[CH:15]=[C:14]([O:16][C:17]2[C:18]([F:27])=[C:19]3[C:23](=[CH:24][CH:25]=2)[NH:22][C:21]([CH3:26])=[CH:20]3)[N:13]=[CH:12][N:11]=1)[CH3:8])([CH3:4])([CH3:3])[CH3:2].[H-].[Na+].C1([O:37][C:38](=O)[NH:39][C:40]2[CH:44]=[C:43]([C:45]([CH3:48])([CH3:47])[CH3:46])[O:42][N:41]=2)C=CC=CC=1, predict the reaction product. The product is: [C:1]([O:5][C:6](=[O:28])[N:7]([CH2:9][C:10]1[CH:15]=[C:14]([O:16][C:17]2[C:18]([F:27])=[C:19]3[C:23](=[CH:24][CH:25]=2)[N:22]([C:38](=[O:37])[NH:39][C:40]2[CH:44]=[C:43]([C:45]([CH3:47])([CH3:46])[CH3:48])[O:42][N:41]=2)[C:21]([CH3:26])=[CH:20]3)[N:13]=[CH:12][N:11]=1)[CH3:8])([CH3:4])([CH3:2])[CH3:3]. (4) Given the reactants [CH:1]1([NH:4][C:5](=[O:31])[C:6]2[CH:11]=[CH:10][C:9]([CH3:12])=[C:8]([N:13]3[CH:18]=[CH:17][N:16]=[C:15]([NH:19][C:20]([C:23]4[CH:28]=[CH:27][CH:26]=[CH:25][C:24]=4[OH:29])([CH3:22])[CH3:21])[C:14]3=[O:30])[CH:7]=2)[CH2:3][CH2:2]1.C(=O)([O-])[O-].[K+].[K+].Br[CH2:39][CH:40]1[CH2:45][CH2:44][N:43](C(OC(C)(C)C)=O)[CH2:42][CH2:41]1, predict the reaction product. The product is: [CH:1]1([NH:4][C:5](=[O:31])[C:6]2[CH:11]=[CH:10][C:9]([CH3:12])=[C:8]([N:13]3[CH:18]=[CH:17][N:16]=[C:15]([NH:19][C:20]([CH3:22])([C:23]4[CH:28]=[CH:27][CH:26]=[CH:25][C:24]=4[O:29][CH2:39][CH:40]4[CH2:45][CH2:44][NH:43][CH2:42][CH2:41]4)[CH3:21])[C:14]3=[O:30])[CH:7]=2)[CH2:3][CH2:2]1.